This data is from Peptide-MHC class II binding affinity with 134,281 pairs from IEDB. The task is: Regression. Given a peptide amino acid sequence and an MHC pseudo amino acid sequence, predict their binding affinity value. This is MHC class II binding data. (1) The peptide sequence is WLSWQVAKAGLKTND. The MHC is DRB3_0101 with pseudo-sequence DRB3_0101. The binding affinity (normalized) is 0.232. (2) The peptide sequence is TACLSKAYANMWSLM. The MHC is DRB5_0101 with pseudo-sequence DRB5_0101. The binding affinity (normalized) is 0.546. (3) The peptide sequence is VIDWLVSNQSVRNRQEGLY. The MHC is H-2-IAk with pseudo-sequence H-2-IAk. The binding affinity (normalized) is 0.231. (4) The peptide sequence is PAVLQSSGLYSLSSVVTVPSSSLGTQ. The MHC is DRB1_0701 with pseudo-sequence DRB1_0701. The binding affinity (normalized) is 0.236. (5) The peptide sequence is SHNVQGATVAVDCRP. The MHC is HLA-DPA10201-DPB10101 with pseudo-sequence HLA-DPA10201-DPB10101. The binding affinity (normalized) is 0.249.